Dataset: Peptide-MHC class I binding affinity with 185,985 pairs from IEDB/IMGT. Task: Regression. Given a peptide amino acid sequence and an MHC pseudo amino acid sequence, predict their binding affinity value. This is MHC class I binding data. (1) The peptide sequence is ICSCGAFKV. The MHC is HLA-A68:02 with pseudo-sequence HLA-A68:02. The binding affinity (normalized) is 0.140. (2) The peptide sequence is YLPTQQDVL. The MHC is Mamu-A2201 with pseudo-sequence Mamu-A2201. The binding affinity (normalized) is 0.753. (3) The peptide sequence is EEPAALLPL. The MHC is HLA-B44:02 with pseudo-sequence HLA-B44:02. The binding affinity (normalized) is 0.0207. (4) The peptide sequence is FSGALDTTSY. The MHC is HLA-A30:02 with pseudo-sequence HLA-A30:02. The binding affinity (normalized) is 0.435. (5) The peptide sequence is VHDREGNEV. The MHC is HLA-A02:01 with pseudo-sequence HLA-A02:01. The binding affinity (normalized) is 0.0847. (6) The peptide sequence is WKAIGAYIL. The MHC is HLA-A26:01 with pseudo-sequence HLA-A26:01. The binding affinity (normalized) is 0.0847.